The task is: Predict the product of the given reaction.. This data is from Forward reaction prediction with 1.9M reactions from USPTO patents (1976-2016). (1) Given the reactants [Si:1]([O:8][CH2:9][C:10]([CH3:17])=[CH:11][C:12]([O:14]CC)=O)([C:4]([CH3:7])([CH3:6])[CH3:5])([CH3:3])[CH3:2].[NH2:18][CH2:19][CH2:20][SH:21].Cl, predict the reaction product. The product is: [Si:1]([O:8][CH2:9][C:10]1([CH3:17])[S:21][CH2:20][CH2:19][NH:18][C:12](=[O:14])[CH2:11]1)([C:4]([CH3:5])([CH3:6])[CH3:7])([CH3:2])[CH3:3]. (2) Given the reactants [F:1][C:2]([F:14])([CH3:13])[CH2:3][CH2:4][CH2:5][CH2:6][N:7]1[CH:11]=[CH:10][C:9]([NH2:12])=[N:8]1.[F:15][C:16]([F:29])([F:28])[C:17]1[CH:22]=[CH:21][C:20](/[CH:23]=[CH:24]/[C:25](O)=[O:26])=[CH:19][CH:18]=1, predict the reaction product. The product is: [F:14][C:2]([F:1])([CH3:13])[CH2:3][CH2:4][CH2:5][CH2:6][N:7]1[CH:11]=[CH:10][C:9]([NH:12][C:25](=[O:26])/[CH:24]=[CH:23]/[C:20]2[CH:19]=[CH:18][C:17]([C:16]([F:28])([F:29])[F:15])=[CH:22][CH:21]=2)=[N:8]1.